This data is from Full USPTO retrosynthesis dataset with 1.9M reactions from patents (1976-2016). The task is: Predict the reactants needed to synthesize the given product. Given the product [O:11]1[C:15]2[CH:16]=[CH:17][CH:18]=[CH:19][C:14]=2[CH:13]=[C:12]1[C:20]1[N:24]2[N:25]=[C:26]([O:8][C@H:4]3[CH2:5][CH2:6][CH2:7][C@@H:3]3[NH2:2])[CH:27]=[CH:28][C:23]2=[N:22][CH:21]=1, predict the reactants needed to synthesize it. The reactants are: Cl.[NH2:2][C@H:3]1[CH2:7][CH2:6][CH2:5][C@@H:4]1[OH:8].[H-].[Na+].[O:11]1[C:15]2[CH:16]=[CH:17][CH:18]=[CH:19][C:14]=2[CH:13]=[C:12]1[C:20]1[N:24]2[N:25]=[C:26](Cl)[CH:27]=[CH:28][C:23]2=[N:22][CH:21]=1.